Regression. Given a peptide amino acid sequence and an MHC pseudo amino acid sequence, predict their binding affinity value. This is MHC class II binding data. From a dataset of Peptide-MHC class II binding affinity with 134,281 pairs from IEDB. (1) The peptide sequence is GGLQIVDKIDAAFKI. The MHC is DRB3_0101 with pseudo-sequence DRB3_0101. The binding affinity (normalized) is 0.765. (2) The peptide sequence is IHHQHVQDCDESVLT. The MHC is HLA-DQA10303-DQB10402 with pseudo-sequence HLA-DQA10303-DQB10402. The binding affinity (normalized) is 0. (3) The peptide sequence is SVERGSDKICRHKLF. The MHC is DRB1_0101 with pseudo-sequence DRB1_0101. The binding affinity (normalized) is 0.430. (4) The MHC is H-2-IAd with pseudo-sequence H-2-IAd. The peptide sequence is VARRSRALAQILMHV. The binding affinity (normalized) is 0.353.